Dataset: NCI-60 drug combinations with 297,098 pairs across 59 cell lines. Task: Regression. Given two drug SMILES strings and cell line genomic features, predict the synergy score measuring deviation from expected non-interaction effect. Drug 1: COC1=CC(=CC(=C1O)OC)C2C3C(COC3=O)C(C4=CC5=C(C=C24)OCO5)OC6C(C(C7C(O6)COC(O7)C8=CC=CS8)O)O. Drug 2: CC1=CC=C(C=C1)C2=CC(=NN2C3=CC=C(C=C3)S(=O)(=O)N)C(F)(F)F. Cell line: A549. Synergy scores: CSS=50.6, Synergy_ZIP=6.04, Synergy_Bliss=5.24, Synergy_Loewe=-13.1, Synergy_HSA=6.81.